The task is: Predict which catalyst facilitates the given reaction.. This data is from Catalyst prediction with 721,799 reactions and 888 catalyst types from USPTO. Reactant: [CH2:1]([NH:3][C@H:4]1[CH2:8][CH2:7][NH:6][CH2:5]1)[CH3:2].[Cl:9][C:10]1[N:19]=[C:18](Cl)[C:17]2[C:12](=[CH:13][C:14]([C:21]([F:24])([F:23])[F:22])=[CH:15][CH:16]=2)[N:11]=1. Product: [Cl:9][C:10]1[N:19]=[C:18]([N:6]2[CH2:7][CH2:8][C@H:4]([NH:3][CH2:1][CH3:2])[CH2:5]2)[C:17]2[C:12](=[CH:13][C:14]([C:21]([F:22])([F:23])[F:24])=[CH:15][CH:16]=2)[N:11]=1. The catalyst class is: 8.